Predict which catalyst facilitates the given reaction. From a dataset of Catalyst prediction with 721,799 reactions and 888 catalyst types from USPTO. (1) The catalyst class is: 188. Reactant: [CH3:1][O:2][C:3]1[CH:19]=[CH:18][C:6]([CH2:7][O:8][C:9]2[C:10]3[S:17][CH:16]=[CH:15][C:11]=3[N:12]=[CH:13][N:14]=2)=[CH:5][CH:4]=1.C([N-]C(C)C)(C)C.[Li+].C(NC(C)C)(C)C.[Li]CCCC.[Br:40]CCBr.C(=O)([O-])O.[Na+].S([O-])([O-])(=O)=S.[Na+].[Na+]. Product: [Br:40][C:16]1[S:17][C:10]2[C:9]([O:8][CH2:7][C:6]3[CH:5]=[CH:4][C:3]([O:2][CH3:1])=[CH:19][CH:18]=3)=[N:14][CH:13]=[N:12][C:11]=2[CH:15]=1. (2) Reactant: [C:1]1([C:7]2[C:12]([C:13]3[CH:18]=[CH:17][CH:16]=[CH:15][CH:14]=3)=[N:11][CH2:10][CH2:9][N:8]=2)[CH:6]=[CH:5][CH:4]=[CH:3][CH:2]=1.[OH-].[K+]. Product: [C:1]1([C:7]2[C:12]([C:13]3[CH:14]=[CH:15][CH:16]=[CH:17][CH:18]=3)=[N:11][CH:10]=[CH:9][N:8]=2)[CH:6]=[CH:5][CH:4]=[CH:3][CH:2]=1. The catalyst class is: 610. (3) Reactant: C(N(CC)CC)C.[OH:8][NH:9][C:10](=[O:19])[O:11][CH2:12][C:13]1[CH:18]=[CH:17][CH:16]=[CH:15][CH:14]=1.[C:20](Cl)(=[O:27])[C:21]1[CH:26]=[CH:25][CH:24]=[CH:23][CH:22]=1.O. Product: [C:20]([O:8][NH:9][C:10](=[O:19])[O:11][CH2:12][C:13]1[CH:14]=[CH:15][CH:16]=[CH:17][CH:18]=1)(=[O:27])[C:21]1[CH:26]=[CH:25][CH:24]=[CH:23][CH:22]=1. The catalyst class is: 13. (4) Reactant: [CH:1]1([NH:7][C:8]2[C:13]([C:14](=[O:16])[CH3:15])=[CH:12][N:11]=[C:10]3[N:17]([CH2:20][O:21][CH2:22][CH2:23][Si:24]([CH3:27])([CH3:26])[CH3:25])[CH:18]=[CH:19][C:9]=23)[CH2:6][CH2:5][CH2:4][CH2:3][CH2:2]1.[BH4-].[Na+].O. Product: [CH:1]1([NH:7][C:8]2[C:13]([CH:14]([OH:16])[CH3:15])=[CH:12][N:11]=[C:10]3[N:17]([CH2:20][O:21][CH2:22][CH2:23][Si:24]([CH3:25])([CH3:27])[CH3:26])[CH:18]=[CH:19][C:9]=23)[CH2:2][CH2:3][CH2:4][CH2:5][CH2:6]1. The catalyst class is: 5. (5) Reactant: [N:1]1[CH:6]=[CH:5][C:4]([C:7]2[CH:8]=[C:9]3[C:14](=[CH:15][CH:16]=2)[N:13]=[C:12]([NH:17][C:18]2[CH:25]=[CH:24][C:21]([CH:22]=O)=[CH:20][CH:19]=2)[N:11]=[CH:10]3)=[CH:3][CH:2]=1.[N:26]1([CH2:32][CH2:33][NH2:34])[CH2:31][CH2:30][O:29][CH2:28][CH2:27]1.[BH3-]C#N.[Na+]. Product: [N:26]1([CH2:32][CH2:33][NH:34][CH2:22][C:21]2[CH:20]=[CH:19][C:18]([NH:17][C:12]3[N:11]=[CH:10][C:9]4[C:14](=[CH:15][CH:16]=[C:7]([C:4]5[CH:5]=[CH:6][N:1]=[CH:2][CH:3]=5)[CH:8]=4)[N:13]=3)=[CH:25][CH:24]=2)[CH2:31][CH2:30][O:29][CH2:28][CH2:27]1. The catalyst class is: 130. (6) Reactant: N(C(OC(C)(C)C)=O)CC(O)=O.[CH3:13][C@@H:14]([C@@H:29]1[C@@:33]2([CH3:49])[CH2:34][CH2:35][CH2:36]/[C:37](=[CH:38]\[CH:39]=[C:40]3/[CH2:41][C@@H:42]([OH:48])[CH2:43][C@H:44]([OH:47])[C:45]/3=[CH2:46])/[C@@H:32]2[CH2:31][CH2:30]1)[CH2:15][C@H:16]([OH:28])[CH2:17][C:18]([OH:27])([C:23]([F:26])([F:25])[F:24])[C:19]([F:22])([F:21])[F:20].CN(C(ON1N=NC2C=CC=CC1=2)=[N+](C)C)C.[B-](F)(F)(F)F. Product: [CH3:13][C@@H:14]([C@@H:29]1[C@@:33]2([CH3:49])[CH2:34][CH2:35][CH2:36]/[C:37](=[CH:38]\[CH:39]=[C:40]3/[CH2:41][C@@H:42]([OH:48])[CH2:43][C@H:44]([OH:47])[C:45]/3=[CH2:46])/[C@@H:32]2[CH2:31][CH2:30]1)[CH2:15][C:16]([CH2:17][C:18]([OH:27])([C:23]([F:24])([F:25])[F:26])[C:19]([F:22])([F:21])[F:20])=[O:28]. The catalyst class is: 2. (7) Reactant: C(N(CC)CC)C.Cl[C:9](Cl)([O:11]C(=O)OC(Cl)(Cl)Cl)Cl.[CH2:20]([C:22]1[CH:27]=[CH:26][CH:25]=[CH:24][C:23]=1[O:28][C:29]1[N:34]=[CH:33][C:32]([NH:35][C:36](=[O:40])[C@@H:37]([CH3:39])[NH2:38])=[CH:31][CH:30]=1)[CH3:21]. Product: [CH2:20]([C:22]1[CH:27]=[CH:26][CH:25]=[CH:24][C:23]=1[O:28][C:29]1[N:34]=[CH:33][C:32]([N:35]2[C:36](=[O:40])[C@@H:37]([CH3:39])[NH:38][C:9]2=[O:11])=[CH:31][CH:30]=1)[CH3:21]. The catalyst class is: 112.